From a dataset of Reaction yield outcomes from USPTO patents with 853,638 reactions. Predict the reaction yield, written as a fraction of the theoretical maximum amount of product (1.0 means a 100% yield; for example, 0.34 means a 34% yield). (1) The reactants are N([O-])=O.[Na+].N[C:6]1[N:7]([C:17]2[C:26]3[C:21](=[CH:22][CH:23]=[CH:24][CH:25]=3)[C:20]([CH:27]3[CH2:29][CH2:28]3)=[CH:19][CH:18]=2)[C:8]([S:11][CH2:12][C:13]([O:15][CH3:16])=[O:14])=[N:9][N:10]=1.ClC(Cl)C(O)=O.ClCCl.C(Br)(Br)[Br:40]. The catalyst is [Cl-].C([N+](CC)(CC)CC)C1C=CC=CC=1. The product is [Br:40][C:6]1[N:7]([C:17]2[C:26]3[C:21](=[CH:22][CH:23]=[CH:24][CH:25]=3)[C:20]([CH:27]3[CH2:29][CH2:28]3)=[CH:19][CH:18]=2)[C:8]([S:11][CH2:12][C:13]([O:15][CH3:16])=[O:14])=[N:9][N:10]=1. The yield is 0.850. (2) The reactants are C[O:2][C:3](=[O:24])[C:4]1[CH:9]=[CH:8][N:7]=[C:6]([O:10][CH2:11][C:12]2[C:13]([C:18]3[CH:23]=[CH:22][CH:21]=[CH:20][CH:19]=3)=[N:14][O:15][C:16]=2[CH3:17])[CH:5]=1.O.[OH-].[Li+].Cl. The catalyst is C1COCC1.O.CO. The product is [CH3:17][C:16]1[O:15][N:14]=[C:13]([C:18]2[CH:19]=[CH:20][CH:21]=[CH:22][CH:23]=2)[C:12]=1[CH2:11][O:10][C:6]1[CH:5]=[C:4]([CH:9]=[CH:8][N:7]=1)[C:3]([OH:24])=[O:2]. The yield is 0.880. (3) The reactants are [F:1][C:2]([CH:14]1[CH2:19][CH2:18][N:17]([C:20]([NH:22][C:23]2[CH:24]=[N:25][NH:26][CH:27]=2)=[O:21])[CH2:16][CH2:15]1)([S:4]([C:7]1[CH:12]=[CH:11][CH:10]=[C:9]([F:13])[CH:8]=1)(=[O:6])=[O:5])[CH3:3].[C:28]([O-])([O-])=O.[K+].[K+].IC. The catalyst is CN(C=O)C. The product is [F:1][C:2]([CH:14]1[CH2:19][CH2:18][N:17]([C:20]([NH:22][C:23]2[CH:27]=[N:26][N:25]([CH3:28])[CH:24]=2)=[O:21])[CH2:16][CH2:15]1)([S:4]([C:7]1[CH:12]=[CH:11][CH:10]=[C:9]([F:13])[CH:8]=1)(=[O:5])=[O:6])[CH3:3]. The yield is 0.700.